This data is from Reaction yield outcomes from USPTO patents with 853,638 reactions. The task is: Predict the reaction yield, written as a fraction of the theoretical maximum amount of product (1.0 means a 100% yield; for example, 0.34 means a 34% yield). (1) The reactants are Cl.C[C:3]1[CH:8]=[C:7](C)[CH:6]=[CH:5][C:4]=1[NH:10][NH2:11].[F:12][C:13]([F:20])([CH3:19])[C:14](=O)[CH2:15][C:16]#[N:17].CC(C)(C)[C:23](=[O:27])CC#N. No catalyst specified. The product is [F:12][C:13]([C:14]1[CH:15]=[C:16]([NH2:17])[N:10]([C:4]2[CH:3]=[CH:8][C:7]([O:27][CH3:23])=[CH:6][CH:5]=2)[N:11]=1)([F:20])[CH3:19]. The yield is 0.110. (2) The reactants are [NH:1](C(OCC1C2C(=CC=CC=2)C2C1=CC=CC=2)=O)[CH2:2][CH2:3][C:4](O)=[O:5].C(Cl)(=O)C(Cl)=O.[CH:30]1([CH2:33][NH2:34])[CH2:32][CH2:31]1.C(N(CC)CC)C.Cl. The catalyst is ClCCl.CN(C)C=O. The product is [CH:30]1([CH2:33][NH:34][C:4](=[O:5])[CH2:3][CH2:2][NH2:1])[CH2:32][CH2:31]1. The yield is 0.570.